From a dataset of NCI-60 drug combinations with 297,098 pairs across 59 cell lines. Regression. Given two drug SMILES strings and cell line genomic features, predict the synergy score measuring deviation from expected non-interaction effect. (1) Drug 1: C1=CC(=CC=C1CCCC(=O)O)N(CCCl)CCCl. Drug 2: COC1=C2C(=CC3=C1OC=C3)C=CC(=O)O2. Cell line: IGROV1. Synergy scores: CSS=25.5, Synergy_ZIP=-1.84, Synergy_Bliss=1.73, Synergy_Loewe=-0.320, Synergy_HSA=1.41. (2) Drug 1: CCC1(CC2CC(C3=C(CCN(C2)C1)C4=CC=CC=C4N3)(C5=C(C=C6C(=C5)C78CCN9C7C(C=CC9)(C(C(C8N6C)(C(=O)OC)O)OC(=O)C)CC)OC)C(=O)OC)O.OS(=O)(=O)O. Drug 2: CC(C)CN1C=NC2=C1C3=CC=CC=C3N=C2N. Cell line: KM12. Synergy scores: CSS=7.63, Synergy_ZIP=-1.59, Synergy_Bliss=0.498, Synergy_Loewe=2.98, Synergy_HSA=3.20.